Predict the product of the given reaction. From a dataset of Forward reaction prediction with 1.9M reactions from USPTO patents (1976-2016). (1) Given the reactants F[B-](F)(F)F.C[O+](C)C.[Cl:10][C:11]1[C:12]([CH3:27])=[C:13]([C:18]([N:20]2[CH2:25][CH2:24][NH:23][C:22](=O)[CH2:21]2)=[O:19])[CH:14]=[CH:15][C:16]=1[F:17].[S:28]1[CH:32]=[CH:31][N:30]=[C:29]1[C:33]([NH:35][NH2:36])=O.C(O)CCC, predict the reaction product. The product is: [Cl:10][C:11]1[C:12]([CH3:27])=[C:13]([C:18]([N:20]2[CH2:25][CH2:24][N:23]3[C:33]([C:29]4[S:28][CH:32]=[CH:31][N:30]=4)=[N:35][N:36]=[C:22]3[CH2:21]2)=[O:19])[CH:14]=[CH:15][C:16]=1[F:17]. (2) The product is: [CH2:1]1[C:9]2[C:4](=[CH:5][CH:6]=[C:7]([C:10]3([C:13]([OH:19])=[O:15])[CH2:12][CH2:11]3)[CH:8]=2)[CH2:3][CH2:2]1. Given the reactants [CH2:1]1[C:9]2[C:4](=[CH:5][CH:6]=[C:7]([C:10]3([C:13]#N)[CH2:12][CH2:11]3)[CH:8]=2)[CH2:3][CH2:2]1.[OH-:15].[Na+].Cl.C[OH:19], predict the reaction product. (3) Given the reactants [Cl:1][C:2]1[CH:7]=[CH:6][C:5]([C:8]2[C:13]([O:14][CH2:15][CH:16]3[CH2:18][CH2:17]3)=[CH:12][N:11]=[C:10]([C:19]([OH:21])=O)[N:9]=2)=[CH:4][CH:3]=1.[CH:22]1([C:25]2[O:29][N:28]=[C:27]([CH2:30][NH2:31])[N:26]=2)[CH2:24][CH2:23]1, predict the reaction product. The product is: [CH:22]1([C:25]2[O:29][N:28]=[C:27]([CH2:30][NH:31][C:19]([C:10]3[N:9]=[C:8]([C:5]4[CH:4]=[CH:3][C:2]([Cl:1])=[CH:7][CH:6]=4)[C:13]([O:14][CH2:15][CH:16]4[CH2:17][CH2:18]4)=[CH:12][N:11]=3)=[O:21])[N:26]=2)[CH2:24][CH2:23]1. (4) Given the reactants [CH3:1][N:2]1[CH2:7][CH2:6][N:5]([C:8]2[CH:13]=[CH:12][N:11]=[CH:10][C:9]=2[N+:14]([O-])=O)[CH2:4][CH2:3]1, predict the reaction product. The product is: [CH3:1][N:2]1[CH2:3][CH2:4][N:5]([C:8]2[CH:13]=[CH:12][N:11]=[CH:10][C:9]=2[NH2:14])[CH2:6][CH2:7]1. (5) Given the reactants C(O)(=O)C.[CH3:5][N:6]1[C:14]2[N:13]=[CH:12][NH:11][C:10]=2[C:9](=[O:15])[NH:8][C:7]1=[O:16].C([O-])(=O)C.[Na+].[Br:22]Br, predict the reaction product. The product is: [Br:22][C:12]1[NH:11][C:10]2[C:9](=[O:15])[NH:8][C:7](=[O:16])[N:6]([CH3:5])[C:14]=2[N:13]=1. (6) Given the reactants Br[C:2]1[C:3]([N:21]2[CH2:26][CH2:25][C:24]([CH3:28])([CH3:27])[CH2:23][CH2:22]2)=[C:4]([C@H:10]([O:16][C:17]([CH3:20])([CH3:19])[CH3:18])[C:11]([O:13][CH2:14][CH3:15])=[O:12])[C:5]([CH3:9])=[N:6][C:7]=1[CH3:8].[F:29][C:30]1[CH:31]=[C:32]([CH:44]=[CH:45][CH:46]=1)[CH2:33][O:34][C:35]1[CH:40]=[CH:39][C:38](B(O)O)=[CH:37][CH:36]=1.C([O-])([O-])=O.[Na+].[Na+], predict the reaction product. The product is: [C:17]([O:16][C@@H:10]([C:4]1[C:5]([CH3:9])=[N:6][C:7]([CH3:8])=[C:2]([C:38]2[CH:37]=[CH:36][C:35]([O:34][CH2:33][C:32]3[CH:44]=[CH:45][CH:46]=[C:30]([F:29])[CH:31]=3)=[CH:40][CH:39]=2)[C:3]=1[N:21]1[CH2:26][CH2:25][C:24]([CH3:28])([CH3:27])[CH2:23][CH2:22]1)[C:11]([O:13][CH2:14][CH3:15])=[O:12])([CH3:20])([CH3:19])[CH3:18].